The task is: Predict the product of the given reaction.. This data is from Forward reaction prediction with 1.9M reactions from USPTO patents (1976-2016). Given the reactants C([O:3][C:4]([C:6]1[NH:7][C:8]2[C:13]([CH:14]=1)=[C:12]([O:15][CH2:16][CH:17]1[CH2:20][CH2:19]C1)[CH:11]=[CH:10][CH:9]=2)=[O:5])C.[OH-].[K+].CCO, predict the reaction product. The product is: [CH:17]1([CH2:16][O:15][C:12]2[CH:11]=[CH:10][CH:9]=[C:8]3[C:13]=2[CH:14]=[C:6]([C:4]([OH:3])=[O:5])[NH:7]3)[CH2:20][CH2:19]1.